From a dataset of Forward reaction prediction with 1.9M reactions from USPTO patents (1976-2016). Predict the product of the given reaction. (1) The product is: [OH:23][C@@H:22]1[CH2:21][N:20]([S:17]([C:14]2[CH:15]=[CH:16][C:11]([CH3:10])=[CH:12][CH:13]=2)(=[O:19])=[O:18])[CH2:25][C@H:24]1[O:1][C:2]1[CH:9]=[CH:8][C:5]([CH:6]=[O:7])=[CH:4][CH:3]=1. Given the reactants [OH:1][C:2]1[CH:9]=[CH:8][C:5]([CH:6]=[O:7])=[CH:4][CH:3]=1.[CH3:10][C:11]1[CH:16]=[CH:15][C:14]([S:17]([N:20]2[CH2:25][CH:24]3[CH:22]([O:23]3)[CH2:21]2)(=[O:19])=[O:18])=[CH:13][CH:12]=1.CC(C)([O-])C.[K+].O, predict the reaction product. (2) The product is: [F:15][C:2]1[CH:3]=[CH:4][C:5]([O:8][CH3:9])=[N:6][CH:7]=1. Given the reactants N[C:2]1[CH:3]=[CH:4][C:5]([O:8][CH3:9])=[N:6][CH:7]=1.[N+]([O-])([O-])=O.[Na+].[F:15][P-](F)(F)(F)(F)F.[H+], predict the reaction product. (3) Given the reactants [F:1][C:2]([F:14])([F:13])[O:3][C:4]1[CH:12]=[CH:11][C:7]([C:8]([OH:10])=[O:9])=[CH:6][CH:5]=1.[Br:15]Br.O, predict the reaction product. The product is: [Br:15][C:5]1[CH:6]=[C:7]([CH:11]=[CH:12][C:4]=1[O:3][C:2]([F:13])([F:14])[F:1])[C:8]([OH:10])=[O:9]. (4) Given the reactants [N:1]([C@@H:4]([C@H:38]([C:46]1[CH:51]=[C:50]([F:52])[CH:49]=[C:48]([F:53])[CH:47]=1)[C:39]1[CH:44]=[CH:43][C:42]([F:45])=[CH:41][CH:40]=1)[C:5]([NH:7][C:8]1[CH:9]=[N:10][CH:11]=[C:12]([F:37])[C:13]=1[CH2:14][CH2:15][C@H:16]([NH:30][S:31]([CH:34]1[CH2:36][CH2:35]1)(=[O:33])=[O:32])[CH2:17][N:18]([CH2:26][C@@H:27](O)[CH3:28])[C:19](=[O:25])[O:20][C:21]([CH3:24])([CH3:23])[CH3:22])=[O:6])=[N+:2]=[N-:3].CC(OC(/N=N/C(OC(C)C)=O)=O)C.C1(P(C2C=CC=CC=2)C2C=CC=CC=2)C=CC=CC=1, predict the reaction product. The product is: [N:1]([C@@H:4]([C@H:38]([C:46]1[CH:51]=[C:50]([F:52])[CH:49]=[C:48]([F:53])[CH:47]=1)[C:39]1[CH:44]=[CH:43][C:42]([F:45])=[CH:41][CH:40]=1)[C:5]([NH:7][C:8]1[CH:9]=[N:10][CH:11]=[C:12]([F:37])[C:13]=1[CH2:14][CH2:15][C@@H:16]1[N:30]([S:31]([CH:34]2[CH2:36][CH2:35]2)(=[O:33])=[O:32])[C@H:27]([CH3:28])[CH2:26][N:18]([C:19]([O:20][C:21]([CH3:23])([CH3:22])[CH3:24])=[O:25])[CH2:17]1)=[O:6])=[N+:2]=[N-:3]. (5) Given the reactants [C:1]([C:3]1[CH:4]=[C:5]2[C:9](=[CH:10][CH:11]=1)[CH2:8][CH:7]([CH2:12][NH:13][CH2:14][CH2:15][NH:16][C:17](=[O:23])[O:18][C:19]([CH3:22])([CH3:21])[CH3:20])[CH2:6]2)#[N:2].[Cl:24][CH2:25][C:26](Cl)=[O:27], predict the reaction product. The product is: [Cl:24][CH2:25][C:26]([N:13]([CH2:12][CH:7]1[CH2:6][C:5]2[C:9](=[CH:10][CH:11]=[C:3]([C:1]#[N:2])[CH:4]=2)[CH2:8]1)[CH2:14][CH2:15][NH:16][C:17](=[O:23])[O:18][C:19]([CH3:20])([CH3:22])[CH3:21])=[O:27].